Dataset: Forward reaction prediction with 1.9M reactions from USPTO patents (1976-2016). Task: Predict the product of the given reaction. (1) Given the reactants [CH3:1][C:2]1([CH3:13])[CH:11]=[CH:10][C:9]2[C:4](=[CH:5][CH:6]=[C:7]([NH2:12])[CH:8]=2)[O:3]1.Cl.[CH3:15][C:16](=O)[CH:17]=[CH:18][CH3:19].C(=O)([O-])[O-].[Na+].[Na+], predict the reaction product. The product is: [CH3:1][C:2]1([CH3:13])[O:3][C:4]2=[CH:5][C:6]3[C:16]([CH3:15])=[CH:17][C:18]([CH3:19])=[N:12][C:7]=3[CH:8]=[C:9]2[CH:10]=[CH:11]1. (2) The product is: [Br:1][C:2]1[CH:3]=[C:4]([CH:8]=[C:9]([O:16][CH2:15][CH3:17])[CH:10]=1)[C:5]([O:7][CH2:24][CH3:25])=[O:6]. Given the reactants [Br:1][C:2]1[CH:3]=[C:4]([CH:8]=[C:9](O)[CH:10]=1)[C:5]([OH:7])=[O:6].CN([CH:15]=[O:16])C.[C:17]([O-])([O-])=O.[K+].[K+].I[CH2:24][CH3:25], predict the reaction product. (3) Given the reactants [NH2:1][C:2]1[CH:7]=[C:6]([N:8]2[CH:13]=[CH:12][CH:11]=[CH:10][C:9]2=[O:14])[CH:5]=[CH:4][C:3]=1[N:15]1[CH:19]=[C:18]([CH2:20][NH:21][C:22]([C:24]2[S:25][C:26]([Cl:29])=[CH:27][CH:28]=2)=[O:23])[N:17]=[N:16]1.N1C=CC=CC=1.[C:36](Cl)(=[O:38])[CH3:37], predict the reaction product. The product is: [C:36]([NH:1][C:2]1[CH:7]=[C:6]([N:8]2[CH:13]=[CH:12][CH:11]=[CH:10][C:9]2=[O:14])[CH:5]=[CH:4][C:3]=1[N:15]1[CH:19]=[C:18]([CH2:20][NH:21][C:22]([C:24]2[S:25][C:26]([Cl:29])=[CH:27][CH:28]=2)=[O:23])[N:17]=[N:16]1)(=[O:38])[CH3:37]. (4) Given the reactants [NH2:1][C:2]1[C:7]([CH3:8])=[CH:6][CH:5]=[CH:4][C:3]=1[OH:9].[F:10][C:11]1[CH:19]=[CH:18][C:17]([N+:20]([O-:22])=[O:21])=[CH:16][C:12]=1[C:13](Cl)=[O:14], predict the reaction product. The product is: [OH:9][C:3]1[CH:4]=[CH:5][CH:6]=[C:7]([CH3:8])[C:2]=1[NH:1][C:13](=[O:14])[C:12]1[CH:16]=[C:17]([N+:20]([O-:22])=[O:21])[CH:18]=[CH:19][C:11]=1[F:10]. (5) Given the reactants Br[C:2]1[C:3]([NH2:8])=[N:4][CH:5]=[N:6][CH:7]=1.[B:9]1(B2OC(C)(C)C(C)(C)O2)[O:13]C(C)(C)C(C)(C)[O:10]1.C([O-])(=O)C.[K+].C(Cl)Cl, predict the reaction product. The product is: [NH2:8][C:3]1[C:2]([B:9]([OH:13])[OH:10])=[CH:7][N:6]=[CH:5][N:4]=1. (6) The product is: [CH2:37]([O:36][C:34](=[O:35])[NH:2][C:3]1[N:11]=[CH:10][N:9]=[C:8]2[C:4]=1[N:5]=[CH:6][N:7]2[C:12]1[CH:13]=[CH:14][C:15]([NH:18][C:19]([NH:21][C:22]2[CH:27]=[CH:26][C:25]([Cl:28])=[C:24]([C:29]([F:31])([F:32])[F:30])[CH:23]=2)=[O:20])=[CH:16][CH:17]=1)[CH:38]=[CH2:39]. Given the reactants Cl.[NH2:2][C:3]1[N:11]=[CH:10][N:9]=[C:8]2[C:4]=1[N:5]=[CH:6][N:7]2[C:12]1[CH:17]=[CH:16][C:15]([NH:18][C:19]([NH:21][C:22]2[CH:27]=[CH:26][C:25]([Cl:28])=[C:24]([C:29]([F:32])([F:31])[F:30])[CH:23]=2)=[O:20])=[CH:14][CH:13]=1.Cl[C:34]([O:36][CH2:37][CH:38]=[CH2:39])=[O:35], predict the reaction product. (7) The product is: [F:26][C:24]([F:27])([F:25])[C:21]1[CH:22]=[CH:23][C:18]([N:16]2[C:17]([CH2:1][N:3]3[CH2:8][CH2:7][O:6][CH2:5][CH2:4]3)=[N:15][N:14]=[N:13]2)=[N:19][CH:20]=1. Given the reactants [CH2:1]=O.[NH:3]1[CH2:8][CH2:7][O:6][CH2:5][CH2:4]1.C[Si]([N:13]=[N+:14]=[N-:15])(C)C.[N+:16]([C:18]1[CH:23]=[CH:22][C:21]([C:24]([F:27])([F:26])[F:25])=[CH:20][N:19]=1)#[C-:17], predict the reaction product. (8) The product is: [CH3:1][O:2][C:3]([NH:4][C@@H:5]([CH:124]1[CH2:123][CH2:129][O:131][CH2:126][CH2:125]1)[C:6]([N:8]1[C@H:9]([C:15]2[NH:16][C:17]([C:20]3[CH:25]=[CH:24][C:23]([C:70]4[CH:71]=[CH:72][C:73]([C:78]5[NH:82][C:81]([C@@H:83]6[CH2:87][CH2:86][CH2:85][N:84]6[C:88](=[O:90])[C@@H:110]([NH:105][C:103](=[O:104])[O:102][CH3:98])[CH:109]([CH3:108])[CH3:114])=[N:80][CH:79]=5)=[CH:74][CH:75]=4)=[CH:22][CH:21]=3)=[CH:18][N:19]=2)[C@@H:10]2[CH2:138][C@H:137]1[CH2:12][CH2:11]2)=[O:7])=[O:66]. Given the reactants [CH3:1][O:2][C:3](=[O:66])[NH:4][CH:5](C1C=CC=CC=1)[C:6]([N:8]1[CH2:12][C:11](F)(F)[CH2:10][CH:9]1[C:15]1[NH:16][C:17]([C:20]2[CH:25]=[CH:24][C:23](C3C=CC4C(=CC=C(C5NC(C6CCCN6C(=O)C(NC(OC)=O)C6CCOCC6)=NC=5)C=4)C=3)=[CH:22][CH:21]=2)=[CH:18][N:19]=1)=[O:7].BrC1C=[C:70]2[C:75](=CC=1)[CH:74]=[C:73]([C:78]1[NH:82][C:81]([C@@H:83]3[CH2:87][CH2:86][CH2:85][N:84]3[C:88]([O:90]CC3C=CC=CC=3)=O)=[N:80][CH:79]=1)[CH:72]=[CH:71]2.[C:98]([O:102][C:103]([N:105]1[CH:110](C(O)=O)[CH:109]2[CH2:114]C1C[CH2:108]2)=[O:104])(C)(C)C.C(OC(N1[CH2:126][C:125](F)(F)[CH2:124][CH:123]1[C:129]([OH:131])=O)=O)(C)(C)C.COC(N[CH:137](C1CCOCC1)[C:138](O)=O)=O.COC(NC(C1C=CC=CC=1)C(O)=O)=O, predict the reaction product. (9) Given the reactants [CH:1]([C:3]1[CH:8]=[CH:7][C:6]([C:9]2[C:10]([C:15]#[N:16])=[CH:11][CH:12]=[CH:13][CH:14]=2)=[CH:5][CH:4]=1)=[O:2].[CH3:17][Mg]Br.Cl, predict the reaction product. The product is: [OH:2][CH:1]([C:3]1[CH:4]=[CH:5][C:6]([C:9]2[C:10]([C:15]#[N:16])=[CH:11][CH:12]=[CH:13][CH:14]=2)=[CH:7][CH:8]=1)[CH3:17].